From a dataset of Forward reaction prediction with 1.9M reactions from USPTO patents (1976-2016). Predict the product of the given reaction. (1) Given the reactants [C:1](Cl)(=[O:6])[C:2]([CH3:5])([CH3:4])[CH3:3].[Cl:8][C:9]1[N:14]=[C:13]([NH2:15])[CH:12]=[CH:11][CH:10]=1.C(N(CC)CC)C.O, predict the reaction product. The product is: [Cl:8][C:9]1[N:14]=[C:13]([NH:15][C:1](=[O:6])[C:2]([CH3:5])([CH3:4])[CH3:3])[CH:12]=[CH:11][CH:10]=1. (2) Given the reactants C([O:5][C:6]([CH:8]1[CH2:11][N:10]([C:12]2[C:22]([Cl:23])=[C:21]([NH2:24])[C:15]([C:16]([O:18][CH2:19][CH3:20])=[O:17])=[CH:14][N:13]=2)[CH2:9]1)=[O:7])(C)(C)C, predict the reaction product. The product is: [ClH:23].[NH2:24][C:21]1[C:15]([C:16]([O:18][CH2:19][CH3:20])=[O:17])=[CH:14][N:13]=[C:12]([N:10]2[CH2:9][CH:8]([C:6]([OH:7])=[O:5])[CH2:11]2)[C:22]=1[Cl:23]. (3) Given the reactants [OH:1][CH:2]1[CH2:20][CH:19]2[N:4]([C:5](=[O:39])[CH:6]([NH:31][C:32]([O:34][C:35]([CH3:38])([CH3:37])[CH3:36])=[O:33])[CH2:7][CH2:8][CH2:9][CH2:10][CH2:11][CH:12]=[CH:13][CH:14]3[C:16]([C:22]([NH:24][S:25]([CH:28]4[CH2:30][CH2:29]4)(=[O:27])=[O:26])=[O:23])([NH:17][C:18]2=[O:21])[CH2:15]3)[CH2:3]1.[Cl:40][C:41]1[CH:42]=[C:43]([CH:47]=[CH:48][CH:49]=1)[C:44](Cl)=[O:45], predict the reaction product. The product is: [Cl:40][C:41]1[CH:42]=[C:43]([CH:47]=[CH:48][CH:49]=1)[C:44]([O:1][CH:2]1[CH2:20][CH:19]2[N:4]([C:5](=[O:39])[CH:6]([NH:31][C:32]([O:34][C:35]([CH3:36])([CH3:38])[CH3:37])=[O:33])[CH2:7][CH2:8][CH2:9][CH2:10][CH2:11][CH:12]=[CH:13][CH:14]3[C:16]([C:22]([NH:24][S:25]([CH:28]4[CH2:30][CH2:29]4)(=[O:27])=[O:26])=[O:23])([NH:17][C:18]2=[O:21])[CH2:15]3)[CH2:3]1)=[O:45]. (4) Given the reactants FC(F)(F)C(O)=O.[CH2:8]([O:10][C:11]([C:13]1([C:23]2[CH:28]=[CH:27][C:26]([NH:29][C:30]([C:32]3[CH:33]=[N:34][N:35]([C:38]4[CH:43]=[CH:42][C:41]([CH3:44])=[CH:40][CH:39]=4)[C:36]=3[CH3:37])=[O:31])=[CH:25][N:24]=2)[CH2:22][CH2:21][C:16]2(OCC[O:17]2)[CH2:15][CH2:14]1)=[O:12])[CH3:9], predict the reaction product. The product is: [CH2:8]([O:10][C:11]([C:13]1([C:23]2[CH:28]=[CH:27][C:26]([NH:29][C:30]([C:32]3[CH:33]=[N:34][N:35]([C:38]4[CH:39]=[CH:40][C:41]([CH3:44])=[CH:42][CH:43]=4)[C:36]=3[CH3:37])=[O:31])=[CH:25][N:24]=2)[CH2:22][CH2:21][C:16](=[O:17])[CH2:15][CH2:14]1)=[O:12])[CH3:9]. (5) Given the reactants [CH3:1][C:2]1([CH3:10])[O:9][C:7](=[O:8])[CH2:6][C:4](=[O:5])[O:3]1.C1CCC(N=C=NC2CCCCC2)CC1.[C:26]([O:30][C:31]([N:33]1[CH2:36][CH:35]([C:37](O)=[O:38])[CH2:34]1)=[O:32])([CH3:29])([CH3:28])[CH3:27].C1CCCCC1, predict the reaction product. The product is: [C:26]([O:30][C:31]([N:33]1[CH2:36][CH:35]([C:37]([CH:6]2[C:7](=[O:8])[O:9][C:2]([CH3:10])([CH3:1])[O:3][C:4]2=[O:5])=[O:38])[CH2:34]1)=[O:32])([CH3:29])([CH3:28])[CH3:27]. (6) Given the reactants [NH2:1][C:2]1[CH:3]=[C:4]2[C:9](=[CH:10][CH:11]=1)[N:8]=[CH:7][NH:6][C:5]2=[O:12].[N:13]([O-])=O.[Na+].O.O.Cl[Sn]Cl.[CH3:22][C:23]([CH3:30])([CH3:29])[C:24](=O)[CH2:25][C:26]#[N:27], predict the reaction product. The product is: [NH2:27][C:26]1[N:1]([C:2]2[CH:3]=[C:4]3[C:9](=[CH:10][CH:11]=2)[N:8]=[CH:7][NH:6][C:5]3=[O:12])[N:13]=[C:24]([C:23]([CH3:30])([CH3:29])[CH3:22])[CH:25]=1.